Dataset: Catalyst prediction with 721,799 reactions and 888 catalyst types from USPTO. Task: Predict which catalyst facilitates the given reaction. (1) Reactant: CCN(C(C)C)C(C)C.[C:10]([O:14][C:15]([N:17]1[CH2:22][CH2:21][NH:20][CH2:19][CH2:18]1)=[O:16])([CH3:13])([CH3:12])[CH3:11].[Cl:23][C:24]([Cl:34])([O:26][C:27](=O)[O:28]C(Cl)(Cl)Cl)[Cl:25]. Product: [N:17]1([C:15]([O:14][C:10]([CH3:13])([CH3:11])[CH3:12])=[O:16])[CH2:22][CH2:21][N:20]([C:27]([O:26][C:24]([Cl:34])([Cl:25])[Cl:23])=[O:28])[CH2:19][CH2:18]1. The catalyst class is: 2. (2) Reactant: [Cl:1][C:2]1[CH:3]=[C:4]([CH:6]=[CH:7][C:8]=1[O:9][C:10]1[C:19]2[C:14](=[CH:15][C:16]([O:22][CH3:23])=[C:17]([O:20][CH3:21])[CH:18]=2)[N:13]=[CH:12][CH:11]=1)[NH2:5].C(O)C.[C:27]1([C:33]([N:35]=[C:36]=[S:37])=[O:34])[CH:32]=[CH:31][CH:30]=[CH:29][CH:28]=1. Product: [C:33]([NH:35][C:36]([NH:5][C:4]1[CH:6]=[CH:7][C:8]([O:9][C:10]2[C:19]3[C:14](=[CH:15][C:16]([O:22][CH3:23])=[C:17]([O:20][CH3:21])[CH:18]=3)[N:13]=[CH:12][CH:11]=2)=[C:2]([Cl:1])[CH:3]=1)=[S:37])(=[O:34])[C:27]1[CH:32]=[CH:31][CH:30]=[CH:29][CH:28]=1. The catalyst class is: 11. (3) Reactant: [C:1]([C:4]1[C:5](I)=[N:6][N:7]2[CH2:12][CH:11]([C:13]([F:16])([F:15])[F:14])[N:10]([C:17]([O:19][C:20]([CH3:23])([CH3:22])[CH3:21])=[O:18])[CH2:9][C:8]=12)(=[O:3])[NH2:2].[Cl:25][C:26]1[CH:27]=[C:28](B(O)O)[CH:29]=[CH:30][C:31]=1[F:32].C([O-])([O-])=O.[Na+].[Na+]. Product: [C:1]([C:4]1[C:5]([C:28]2[CH:29]=[CH:30][C:31]([F:32])=[C:26]([Cl:25])[CH:27]=2)=[N:6][N:7]2[CH2:12][CH:11]([C:13]([F:16])([F:15])[F:14])[N:10]([C:17]([O:19][C:20]([CH3:23])([CH3:22])[CH3:21])=[O:18])[CH2:9][C:8]=12)(=[O:3])[NH2:2]. The catalyst class is: 339. (4) Reactant: [Cl:1][C:2]1[CH:7]=[CH:6][C:5]([C:8]2(O)[CH2:11][O:10][CH2:9]2)=[CH:4][C:3]=1[CH3:13].COCCN(S(F)(F)[F:24])CCOC.[NH4+].[Cl-]. Product: [Cl:1][C:2]1[CH:7]=[CH:6][C:5]([C:8]2([F:24])[CH2:11][O:10][CH2:9]2)=[CH:4][C:3]=1[CH3:13]. The catalyst class is: 2.